From a dataset of NCI-60 drug combinations with 297,098 pairs across 59 cell lines. Regression. Given two drug SMILES strings and cell line genomic features, predict the synergy score measuring deviation from expected non-interaction effect. (1) Drug 1: C1CN(CCN1C(=O)CCBr)C(=O)CCBr. Drug 2: COC1=C2C(=CC3=C1OC=C3)C=CC(=O)O2. Cell line: PC-3. Synergy scores: CSS=15.5, Synergy_ZIP=-4.18, Synergy_Bliss=-0.844, Synergy_Loewe=-4.99, Synergy_HSA=-4.14. (2) Cell line: SK-MEL-5. Synergy scores: CSS=64.5, Synergy_ZIP=-3.55, Synergy_Bliss=-4.89, Synergy_Loewe=-2.30, Synergy_HSA=0.0866. Drug 2: C#CCC(CC1=CN=C2C(=N1)C(=NC(=N2)N)N)C3=CC=C(C=C3)C(=O)NC(CCC(=O)O)C(=O)O. Drug 1: COC1=NC(=NC2=C1N=CN2C3C(C(C(O3)CO)O)O)N.